From a dataset of Full USPTO retrosynthesis dataset with 1.9M reactions from patents (1976-2016). Predict the reactants needed to synthesize the given product. (1) Given the product [Cl:25][C:26]1[CH:27]=[CH:28][C:29]([CH2:30][N:31]([CH2:32][CH3:33])[C:20](=[O:22])[CH2:19][O:18][C:17]2[CH:16]=[CH:15][C:14]([CH2:13][CH2:12][S:11][C:6]3[CH:7]=[CH:8][CH:9]=[CH:10][C:5]=3[C:3]([O:2][CH3:1])=[O:4])=[CH:24][CH:23]=2)=[CH:34][CH:35]=1, predict the reactants needed to synthesize it. The reactants are: [CH3:1][O:2][C:3]([C:5]1[CH:10]=[CH:9][CH:8]=[CH:7][C:6]=1[S:11][CH2:12][CH2:13][C:14]1[CH:24]=[CH:23][C:17]([O:18][CH2:19][C:20]([OH:22])=O)=[CH:16][CH:15]=1)=[O:4].[Cl:25][C:26]1[CH:35]=[CH:34][C:29]([CH2:30][NH:31][CH2:32][CH3:33])=[CH:28][CH:27]=1.F[B-](F)(F)F.N1(OC(N(C)C)=[N+](C)C)C2C=CC=CC=2N=N1.C(N(C(C)C)C(C)C)C. (2) Given the product [CH3:23][O:22][C:20]([C:17]1[CH:16]=[C:15]2[C:14](=[CH:19][CH:18]=1)[CH:12]([CH3:13])[C:11]1([C:2]3[C:3](=[N+:4]([O-:8])[CH:5]=[CH:6][CH:7]=3)[NH:9][C:10]1=[O:25])[CH2:24]2)=[O:21], predict the reactants needed to synthesize it. The reactants are: Br[C:2]1[C:3]([NH:9][C:10](=[O:25])[C:11](=[CH2:24])[CH:12]([C:14]2[CH:19]=[CH:18][C:17]([C:20]([O:22][CH3:23])=[O:21])=[CH:16][CH:15]=2)[CH3:13])=[N+:4]([O-:8])[CH:5]=[CH:6][CH:7]=1.C(=O)([O-])[O-].[Cs+].[Cs+]. (3) Given the product [CH2:1]([O:3][C:4]([C:6]1[N:7]=[C:8]([N:22]2[CH2:27][CH2:26][N:25]([S:28]([CH3:31])(=[O:29])=[O:30])[CH2:24][CH2:23]2)[N:9]([CH3:21])[C:10](=[O:20])[C:11]=1[OH:12])=[O:5])[CH3:2].[C:32]([OH:38])([C:34]([F:37])([F:36])[F:35])=[O:33], predict the reactants needed to synthesize it. The reactants are: [CH2:1]([O:3][C:4]([C:6]1[N:7]=[C:8]([N:22]2[CH2:27][CH2:26][N:25]([S:28]([CH3:31])(=[O:30])=[O:29])[CH2:24][CH2:23]2)[N:9]([CH3:21])[C:10](=[O:20])[C:11]=1[O:12]CC1C=CC=CC=1)=[O:5])[CH3:2].[C:32]([OH:38])([C:34]([F:37])([F:36])[F:35])=[O:33]. (4) Given the product [Cl:8][C:4]1[CH:5]=[CH:6][CH:7]=[C:2]([Cl:1])[C:3]=1[C:9]1[N:10]([OH:30])[C:11]([C:22]2[CH:27]=[CH:26][N:25]=[C:24]([S:28]([CH3:29])=[O:39])[N:23]=2)=[C:12]([C:14]2[CH:19]=[CH:18][CH:17]=[C:16]([S:20][CH3:21])[CH:15]=2)[N:13]=1, predict the reactants needed to synthesize it. The reactants are: [Cl:1][C:2]1[CH:7]=[CH:6][CH:5]=[C:4]([Cl:8])[C:3]=1[C:9]1[N:10]([OH:30])[C:11]([C:22]2[CH:27]=[CH:26][N:25]=[C:24]([S:28][CH3:29])[N:23]=2)=[C:12]([C:14]2[CH:19]=[CH:18][CH:17]=[C:16]([S:20][CH3:21])[CH:15]=2)[N:13]=1.ClC1C=CC=C(C(OO)=[O:39])C=1. (5) Given the product [Cl:1][C:2]1[CH:3]=[CH:4][C:5]([OH:11])=[C:6]([C:8](=[O:10])[CH2:9][CH2:24][C:25]#[N:26])[CH:7]=1, predict the reactants needed to synthesize it. The reactants are: [Cl:1][C:2]1[CH:3]=[CH:4][C:5]([OH:11])=[C:6]([C:8](=[O:10])[CH3:9])[CH:7]=1.COC(=O)[O-].[Mg+2].COC(=O)[O-].Br[CH2:24][C:25]#[N:26].